This data is from Catalyst prediction with 721,799 reactions and 888 catalyst types from USPTO. The task is: Predict which catalyst facilitates the given reaction. (1) The catalyst class is: 7. Reactant: [O:1]=[C:2]1[CH2:6][CH2:5][CH:4]([CH2:7][C:8]2[N:13]=[C:12]([NH:14][C:15](=[O:21])[O:16][C:17]([CH3:20])([CH3:19])[CH3:18])[CH:11]=[CH:10][CH:9]=2)[CH2:3]1.[BH4-].[Na+]. Product: [OH:1][CH:2]1[CH2:6][CH2:5][CH:4]([CH2:7][C:8]2[N:13]=[C:12]([NH:14][C:15](=[O:21])[O:16][C:17]([CH3:19])([CH3:18])[CH3:20])[CH:11]=[CH:10][CH:9]=2)[CH2:3]1. (2) Reactant: Br[C:2]1[CH:3]=[CH:4][C:5]2[O:11][CH2:10][CH2:9][N:8]3[CH:12]=[C:13]([C:15]4[N:19]([CH:20]([CH3:22])[CH3:21])[N:18]=[C:17]([CH3:23])[N:16]=4)[N:14]=[C:7]3[C:6]=2[CH:24]=1.P([O-])([O-])([O-])=O.[K+].[K+].[K+].[CH3:33]B1OB(C)OB(C)O1. Product: [CH:20]([N:19]1[C:15]([C:13]2[N:14]=[C:7]3[C:6]4[CH:24]=[C:2]([CH3:33])[CH:3]=[CH:4][C:5]=4[O:11][CH2:10][CH2:9][N:8]3[CH:12]=2)=[N:16][C:17]([CH3:23])=[N:18]1)([CH3:22])[CH3:21]. The catalyst class is: 49.